This data is from Retrosynthesis with 50K atom-mapped reactions and 10 reaction types from USPTO. The task is: Predict the reactants needed to synthesize the given product. (1) Given the product CC(C)(C)OC(=O)N1CCC(c2nc3cc(-c4ccc(C(N)=O)c(Cl)c4)ccc3o2)CC1, predict the reactants needed to synthesize it. The reactants are: CC(C)(C)OC(=O)N1CCC(c2nc3cc(Br)ccc3o2)CC1.CC1(C)OB(c2ccc(C(N)=O)c(Cl)c2)OC1(C)C. (2) Given the product Cc1cc(C2CCN(C(=O)OC(C)(C)C)CC2)cnc1Cn1ccc2cc(-n3cncn3)ccc21, predict the reactants needed to synthesize it. The reactants are: Cc1cc(C2CCN(C(=O)OC(C)(C)C)CC2)cnc1CO.c1ncn(-c2ccc3[nH]ccc3c2)n1. (3) Given the product CC(C(=O)Nc1cc(Br)cc(C#C[Si](C(C)C)(C(C)C)C(C)C)n1)N(C)C(=O)OC(C)(C)C, predict the reactants needed to synthesize it. The reactants are: CC(C(=O)O)N(C)C(=O)OC(C)(C)C.CC(C)[Si](C#Cc1cc(Br)cc(N)n1)(C(C)C)C(C)C.